Task: Regression/Classification. Given a drug SMILES string, predict its absorption, distribution, metabolism, or excretion properties. Task type varies by dataset: regression for continuous measurements (e.g., permeability, clearance, half-life) or binary classification for categorical outcomes (e.g., BBB penetration, CYP inhibition). Dataset: b3db_classification.. Dataset: Blood-brain barrier permeability classification from the B3DB database (1) The compound is CC(C)(C)NC[C@@H](O)c1cc(O)cc(O)c1. The result is 1 (penetrates BBB). (2) The compound is CC(=O)OCCC(C)C. The result is 1 (penetrates BBB).